Predict the product of the given reaction. From a dataset of Forward reaction prediction with 1.9M reactions from USPTO patents (1976-2016). Given the reactants [C:1]([C@@H:4]1[CH2:7][C@H:6]([NH:8][C:9](=[O:18])[O:10][CH2:11][C:12]2[CH:17]=[CH:16][CH:15]=[CH:14][CH:13]=2)[C:5]1([CH3:20])[CH3:19])(=[O:3])C.[OH2:21], predict the reaction product. The product is: [CH2:11]([O:10][C:9]([NH:8][C@H:6]1[CH2:7][C@@H:4]([C:1]([OH:3])=[O:21])[C:5]1([CH3:20])[CH3:19])=[O:18])[C:12]1[CH:17]=[CH:16][CH:15]=[CH:14][CH:13]=1.